From a dataset of Peptide-MHC class I binding affinity with 185,985 pairs from IEDB/IMGT. Regression. Given a peptide amino acid sequence and an MHC pseudo amino acid sequence, predict their binding affinity value. This is MHC class I binding data. (1) The peptide sequence is LLFLGVVFL. The MHC is HLA-A02:01 with pseudo-sequence HLA-A02:01. The binding affinity (normalized) is 0.638. (2) The peptide sequence is KKPRNFPMA. The MHC is Mamu-A01 with pseudo-sequence Mamu-A01. The binding affinity (normalized) is 0. (3) The peptide sequence is KVGYFQHGA. The MHC is HLA-A02:16 with pseudo-sequence HLA-A02:16. The binding affinity (normalized) is 0.0847.